From a dataset of Forward reaction prediction with 1.9M reactions from USPTO patents (1976-2016). Predict the product of the given reaction. (1) The product is: [CH3:62][N:63]1[CH:67]=[C:66]([CH2:68][O:39][C:36]2[C:35]3[CH:40]=[C:31]([C:28]4[CH:29]=[CH:30][C:25]([O:24][C:23]([F:22])([F:41])[F:42])=[CH:26][CH:27]=4)[CH:32]=[CH:33][C:34]=3[O:38][N:37]=2)[N:65]=[CH:64]1. Given the reactants CC(OC(/N=N/C(OC(C)C)=O)=O)C.C1(C)C=CC=CC=1.[F:22][C:23]([F:42])([F:41])[O:24][C:25]1[CH:30]=[CH:29][C:28]([C:31]2[CH:32]=[CH:33][C:34]3[O:38][N:37]=[C:36]([OH:39])[C:35]=3[CH:40]=2)=[CH:27][CH:26]=1.C1(P(C2C=CC=CC=2)C2C=CC=CC=2)C=CC=CC=1.[CH3:62][N:63]1[CH:67]=[C:66]([CH2:68]O)[N:65]=[CH:64]1, predict the reaction product. (2) Given the reactants O.[N:2]1(O)C2C=CC=CC=2N=[N:3]1.Cl.C(N=C=NCCCN(C)C)C.[I:24][C:25]1[C:33]2[C:28](=[CH:29][CH:30]=[C:31]([C:34](O)=[O:35])[CH:32]=2)[N:27]([S:37]([C:40]2[CH:46]=[CH:45][C:43]([CH3:44])=[CH:42][CH:41]=2)(=[O:39])=[O:38])[CH:26]=1.NN, predict the reaction product. The product is: [I:24][C:25]1[C:33]2[C:28](=[CH:29][CH:30]=[C:31]([C:34]([NH:2][NH2:3])=[O:35])[CH:32]=2)[N:27]([S:37]([C:40]2[CH:46]=[CH:45][C:43]([CH3:44])=[CH:42][CH:41]=2)(=[O:39])=[O:38])[CH:26]=1. (3) Given the reactants [CH3:1][N:2]([CH3:16])[CH2:3][CH2:4][O:5][C:6]1[CH:11]=[CH:10][C:9]([CH3:12])=[C:8]([N+:13]([O-])=O)[CH:7]=1, predict the reaction product. The product is: [CH3:1][N:2]([CH3:16])[CH2:3][CH2:4][O:5][C:6]1[CH:11]=[CH:10][C:9]([CH3:12])=[C:8]([CH:7]=1)[NH2:13]. (4) Given the reactants C(N(CC)CC)C.Br[C:9]1[CH:19]=[C:13]2[C:14]([O:16][C:17](=[O:18])[C:12]2=[CH:11][CH:10]=1)=[O:15].[Br:20][C:21]1[CH:22]=[C:23]2[C:28](=[CH:29][CH:30]=1)[CH:27]=[C:26]([SH:31])[CH:25]=[CH:24]2.CN(C=[O:36])C, predict the reaction product. The product is: [Br:20][C:21]1[CH:22]=[C:23]2[C:28](=[CH:29][CH:30]=1)[CH:27]=[C:26]([S:31][C:10]1[CH:11]=[C:12]([C:17]([OH:16])=[O:18])[C:13](=[CH:19][CH:9]=1)[C:14]([OH:36])=[O:15])[CH:25]=[CH:24]2. (5) Given the reactants [N:1]1[C:2]([C:10]2[CH:11]=[C:12]([CH:15]=[CH:16][CH:17]=2)[C:13]#[N:14])=[CH:3][N:4]2[C:9]=1[CH:8]=[CH:7][CH:6]=[N:5]2, predict the reaction product. The product is: [N:1]1[C:2]([C:10]2[CH:11]=[C:12]([CH2:13][NH2:14])[CH:15]=[CH:16][CH:17]=2)=[CH:3][N:4]2[C:9]=1[CH:8]=[CH:7][CH:6]=[N:5]2. (6) The product is: [CH3:16][O:17][C:18]1[CH:19]=[C:20](/[CH:24]=[CH:11]/[C:12]([O:14][CH3:15])=[O:13])[CH:21]=[N:22][CH:23]=1. Given the reactants [H-].[Na+].C(OP([CH2:11][C:12]([O:14][CH3:15])=[O:13])(OCC)=O)C.[CH3:16][O:17][C:18]1[CH:19]=[C:20]([CH:24]=O)[CH:21]=[N:22][CH:23]=1.O, predict the reaction product. (7) The product is: [Cl:14][C:9]1[C:10]2=[C:2]([CH3:1])[N:3]=[CH:4][N:5]2[N:6]=[CH:7][N:8]=1. Given the reactants [CH3:1][C:2]1[N:3]=[CH:4][N:5]2[C:10]=1[C:9](=O)[NH:8][CH:7]=[N:6]2.P(Cl)(Cl)([Cl:14])=O, predict the reaction product.